Dataset: NCI-60 drug combinations with 297,098 pairs across 59 cell lines. Task: Regression. Given two drug SMILES strings and cell line genomic features, predict the synergy score measuring deviation from expected non-interaction effect. (1) Drug 1: C1CC2CC3=C(CC1C24CN(S(=O)(=O)N4)CC(F)(F)F)C=CC(=C3)C=CCN5CCC(CC5)C(F)(F)F. Drug 2: CS(=O)(=O)CCNCC1=CC=C(O1)C2=CC3=C(C=C2)N=CN=C3NC4=CC(=C(C=C4)OCC5=CC(=CC=C5)F)Cl. Cell line: SW-620. Synergy scores: CSS=3.03, Synergy_ZIP=5.93, Synergy_Bliss=6.35, Synergy_Loewe=3.78, Synergy_HSA=4.34. (2) Drug 1: CCN(CC)CCCC(C)NC1=C2C=C(C=CC2=NC3=C1C=CC(=C3)Cl)OC. Drug 2: C1CNP(=O)(OC1)N(CCCl)CCCl. Cell line: SW-620. Synergy scores: CSS=34.6, Synergy_ZIP=2.03, Synergy_Bliss=0.299, Synergy_Loewe=-31.3, Synergy_HSA=-2.24. (3) Drug 1: C1CN1P(=S)(N2CC2)N3CC3. Drug 2: C1=CC=C(C(=C1)C(C2=CC=C(C=C2)Cl)C(Cl)Cl)Cl. Cell line: HCT116. Synergy scores: CSS=7.69, Synergy_ZIP=-9.74, Synergy_Bliss=-5.81, Synergy_Loewe=-16.0, Synergy_HSA=-6.62. (4) Drug 1: CCC1(CC2CC(C3=C(CCN(C2)C1)C4=CC=CC=C4N3)(C5=C(C=C6C(=C5)C78CCN9C7C(C=CC9)(C(C(C8N6C)(C(=O)OC)O)OC(=O)C)CC)OC)C(=O)OC)O.OS(=O)(=O)O. Drug 2: CC1C(C(CC(O1)OC2CC(CC3=C2C(=C4C(=C3O)C(=O)C5=C(C4=O)C(=CC=C5)OC)O)(C(=O)CO)O)N)O.Cl. Cell line: SN12C. Synergy scores: CSS=50.1, Synergy_ZIP=-4.51, Synergy_Bliss=-3.65, Synergy_Loewe=-3.77, Synergy_HSA=0.676. (5) Drug 1: CN(CC1=CN=C2C(=N1)C(=NC(=N2)N)N)C3=CC=C(C=C3)C(=O)NC(CCC(=O)O)C(=O)O. Drug 2: CC1C(C(CC(O1)OC2CC(CC3=C2C(=C4C(=C3O)C(=O)C5=CC=CC=C5C4=O)O)(C(=O)C)O)N)O. Cell line: OVCAR-4. Synergy scores: CSS=19.2, Synergy_ZIP=-12.3, Synergy_Bliss=-31.3, Synergy_Loewe=-22.2, Synergy_HSA=-26.9.